The task is: Regression. Given two drug SMILES strings and cell line genomic features, predict the synergy score measuring deviation from expected non-interaction effect.. This data is from NCI-60 drug combinations with 297,098 pairs across 59 cell lines. (1) Drug 1: CN1CCC(CC1)COC2=C(C=C3C(=C2)N=CN=C3NC4=C(C=C(C=C4)Br)F)OC. Drug 2: C1=NC2=C(N=C(N=C2N1C3C(C(C(O3)CO)O)F)Cl)N. Cell line: LOX IMVI. Synergy scores: CSS=24.3, Synergy_ZIP=1.53, Synergy_Bliss=-0.937, Synergy_Loewe=-2.54, Synergy_HSA=-2.17. (2) Cell line: COLO 205. Synergy scores: CSS=11.5, Synergy_ZIP=2.94, Synergy_Bliss=5.55, Synergy_Loewe=-8.80, Synergy_HSA=1.31. Drug 2: C1=CN(C=N1)CC(O)(P(=O)(O)O)P(=O)(O)O. Drug 1: CC(C1=C(C=CC(=C1Cl)F)Cl)OC2=C(N=CC(=C2)C3=CN(N=C3)C4CCNCC4)N. (3) Drug 1: C1=C(C(=O)NC(=O)N1)N(CCCl)CCCl. Drug 2: C1=C(C(=O)NC(=O)N1)F. Cell line: SNB-19. Synergy scores: CSS=41.0, Synergy_ZIP=6.18, Synergy_Bliss=6.77, Synergy_Loewe=8.91, Synergy_HSA=11.4. (4) Drug 1: C1=C(C(=O)NC(=O)N1)N(CCCl)CCCl. Drug 2: C1=NC2=C(N=C(N=C2N1C3C(C(C(O3)CO)O)O)F)N. Cell line: ACHN. Synergy scores: CSS=54.8, Synergy_ZIP=-4.39, Synergy_Bliss=-4.02, Synergy_Loewe=-5.47, Synergy_HSA=-2.90. (5) Drug 1: CCCS(=O)(=O)NC1=C(C(=C(C=C1)F)C(=O)C2=CNC3=C2C=C(C=N3)C4=CC=C(C=C4)Cl)F. Drug 2: CC1=C(C=C(C=C1)NC2=NC=CC(=N2)N(C)C3=CC4=NN(C(=C4C=C3)C)C)S(=O)(=O)N.Cl. Cell line: OVCAR-8. Synergy scores: CSS=10.1, Synergy_ZIP=10.8, Synergy_Bliss=16.6, Synergy_Loewe=13.6, Synergy_HSA=14.3. (6) Synergy scores: CSS=-7.07, Synergy_ZIP=3.23, Synergy_Bliss=1.60, Synergy_Loewe=-4.21, Synergy_HSA=-4.23. Drug 1: CN(C)C1=NC(=NC(=N1)N(C)C)N(C)C. Drug 2: CC(C)NC(=O)C1=CC=C(C=C1)CNNC.Cl. Cell line: HOP-62.